This data is from Full USPTO retrosynthesis dataset with 1.9M reactions from patents (1976-2016). The task is: Predict the reactants needed to synthesize the given product. (1) Given the product [NH2:26][C:27]1[CH:32]=[C:31]([C:2]2[CH:3]=[C:4]3[C:9](=[CH:10][CH:11]=2)[CH:8]=[C:7]([CH2:12][CH:13]2[CH2:17][CH2:16][N:15]([CH:18]4[CH2:19][CH2:20][CH2:21][CH2:22][CH2:23]4)[C:14]2=[O:24])[CH:6]=[CH:5]3)[CH:30]=[CH:29][CH:28]=1, predict the reactants needed to synthesize it. The reactants are: Br[C:2]1[CH:3]=[C:4]2[C:9](=[CH:10][CH:11]=1)[CH:8]=[C:7]([CH2:12][CH:13]1[CH2:17][CH2:16][N:15]([CH:18]3[CH2:23][CH2:22][CH2:21][CH2:20][CH2:19]3)[C:14]1=[O:24])[CH:6]=[CH:5]2.O.[NH2:26][C:27]1[CH:28]=[C:29](B(O)O)[CH:30]=[CH:31][CH:32]=1.[Li+].[Cl-].C([O-])([O-])=O.[Na+].[Na+]. (2) Given the product [C:1]([O:5][C:6]([N:8]1[CH2:13][CH2:12][CH:11]([C:14]2[CH:15]=[CH:16][C:17]([O:20][CH2:21][CH2:22][CH2:23][O:24][CH2:25][C:26]3[CH:31]=[CH:30][CH:29]=[CH:28][C:27]=3[O:32][CH3:33])=[CH:18][CH:19]=2)[CH:10]([NH:34][CH2:35][C:36]2[CH:45]=[C:44]3[C:39]([CH2:40][CH2:41][CH2:42][NH:43]3)=[CH:38][CH:37]=2)[CH2:9]1)=[O:7])([CH3:4])([CH3:2])[CH3:3], predict the reactants needed to synthesize it. The reactants are: [C:1]([O:5][C:6]([N:8]1[CH2:13][CH2:12][CH:11]([C:14]2[CH:19]=[CH:18][C:17]([O:20][CH2:21][CH2:22][CH2:23][O:24][CH2:25][C:26]3[CH:31]=[CH:30][CH:29]=[CH:28][C:27]=3[O:32][CH3:33])=[CH:16][CH:15]=2)[CH:10]([NH:34][CH2:35][C:36]2[CH:45]=[C:44]3[C:39]([CH:40]=[CH:41][CH:42]=[N:43]3)=[CH:38][CH:37]=2)[CH2:9]1)=[O:7])([CH3:4])([CH3:3])[CH3:2].[BH4-].[Na+].[Cl-].[NH4+].CCOC(C)=O. (3) Given the product [N:23]1([C:21]([C:20]2[CH:27]=[CH:28][C:17]([NH:14][C:9]3[N:8]=[C:7]([C:6]4[N:2]([CH3:1])[C:3]([CH3:15])=[N:4][CH:5]=4)[C:12]([F:13])=[CH:11][N:10]=3)=[CH:18][C:19]=2[CH3:29])=[O:22])[CH2:26][CH2:25][CH2:24]1, predict the reactants needed to synthesize it. The reactants are: [CH3:1][N:2]1[C:6]([C:7]2[C:12]([F:13])=[CH:11][N:10]=[C:9]([NH2:14])[N:8]=2)=[CH:5][N:4]=[C:3]1[CH3:15].Br[C:17]1[CH:28]=[CH:27][C:20]([C:21]([N:23]2[CH2:26][CH2:25][CH2:24]2)=[O:22])=[C:19]([CH3:29])[CH:18]=1. (4) Given the product [C:31]([O:30][C:29](=[O:35])[NH:28][C:24]1([C:21]2[CH:22]=[CH:23][C:18]([C:9]3[C:10]([C:12]4[CH:13]=[CH:14][CH:15]=[CH:16][CH:17]=4)=[CH:11][C:5]4[N:4]([CH2:44][C:45]#[N:46])[C:3](=[O:36])[CH:2]([CH3:1])[O:7][C:6]=4[N:8]=3)=[CH:19][CH:20]=2)[CH2:25][CH2:26][CH2:27]1)([CH3:32])([CH3:34])[CH3:33], predict the reactants needed to synthesize it. The reactants are: [CH3:1][C@H:2]1[O:7][C:6]2[N:8]=[C:9]([C:18]3[CH:23]=[CH:22][C:21]([C:24]4([NH:28][C:29](=[O:35])[O:30][C:31]([CH3:34])([CH3:33])[CH3:32])[CH2:27][CH2:26][CH2:25]4)=[CH:20][CH:19]=3)[C:10]([C:12]3[CH:17]=[CH:16][CH:15]=[CH:14][CH:13]=3)=[CH:11][C:5]=2[NH:4][C:3]1=[O:36].C(=O)([O-])[O-].[K+].[K+].Br[CH2:44][C:45]#[N:46].